This data is from Full USPTO retrosynthesis dataset with 1.9M reactions from patents (1976-2016). The task is: Predict the reactants needed to synthesize the given product. (1) Given the product [CH3:41][O:40][C:37]1[CH:38]=[CH:39][C:34]([CH2:1][N:2]2[C:6]([C:7]3[S:8][CH:9]=[CH:10][CH:11]=3)=[CH:5][C:4]([CH2:12][P:13](=[O:20])([O:17][CH2:18][CH3:19])[O:14][CH2:15][CH3:16])=[N:3]2)=[CH:35][CH:36]=1, predict the reactants needed to synthesize it. The reactants are: [CH3:1][N:2]1[C:6]([C:7]2[S:8][CH:9]=[CH:10][CH:11]=2)=[CH:5][C:4]([CH2:12][P:13](=[O:20])([O:17][CH2:18][CH3:19])[O:14][CH2:15][CH3:16])=[N:3]1.BrCC1C=C(C2SC=CC=2)N(C[C:34]2[CH:39]=[CH:38][C:37]([O:40][CH3:41])=[CH:36][CH:35]=2)N=1. (2) Given the product [C:31]([C:19]1[CH:18]=[C:17]([C:33]2[C:34]([CH3:39])=[N:35][O:36][C:37]=2[CH3:38])[CH:16]=[C:15]2[C:20]=1[C:21]1[CH:22]=[CH:23][C:24]([C:27]([O:29][CH3:30])=[O:28])=[CH:25][C:26]=1[N:14]2[CH:1]([C:8]1[CH:13]=[CH:12][CH:11]=[CH:10][CH:9]=1)[C:2]1[CH:3]=[CH:4][CH:5]=[CH:6][CH:7]=1)(=[O:41])[NH2:32], predict the reactants needed to synthesize it. The reactants are: [CH:1]([N:14]1[C:26]2[CH:25]=[C:24]([C:27]([O:29][CH3:30])=[O:28])[CH:23]=[CH:22][C:21]=2[C:20]2[C:15]1=[CH:16][C:17]([C:33]1[C:34]([CH3:39])=[N:35][O:36][C:37]=1[CH3:38])=[CH:18][C:19]=2[C:31]#[N:32])([C:8]1[CH:13]=[CH:12][CH:11]=[CH:10][CH:9]=1)[C:2]1[CH:7]=[CH:6][CH:5]=[CH:4][CH:3]=1.C([O-])([O-])=[O:41].[K+].[K+].OO. (3) Given the product [CH2:24]([O:23][C:21](=[O:22])[CH:20]=[C:8]1[CH2:9][CH2:10][C:5]2([O:4][CH2:3][CH2:2][O:1]2)[CH2:6][CH2:7]1)[CH3:25], predict the reactants needed to synthesize it. The reactants are: [O:1]1[C:5]2([CH2:10][CH2:9][C:8](=O)[CH2:7][CH2:6]2)[O:4][CH2:3][CH2:2]1.C(OP([CH2:20][C:21]([O:23][CH2:24][CH3:25])=[O:22])(OCC)=O)C.C1(C)C=CC=CC=1.C(O)C.[O-]CC.[Na+].